From a dataset of CYP3A4 inhibition data for predicting drug metabolism from PubChem BioAssay. Regression/Classification. Given a drug SMILES string, predict its absorption, distribution, metabolism, or excretion properties. Task type varies by dataset: regression for continuous measurements (e.g., permeability, clearance, half-life) or binary classification for categorical outcomes (e.g., BBB penetration, CYP inhibition). Dataset: cyp3a4_veith. The drug is CC(C)NC[C@H]1CCc2cc(CO)c([N+](=O)[O-])cc2N1. The result is 0 (non-inhibitor).